From a dataset of Forward reaction prediction with 1.9M reactions from USPTO patents (1976-2016). Predict the product of the given reaction. (1) Given the reactants [NH2:1][C:2]1[N:7]([C:8]2[CH:13]=[CH:12][C:11]([CH3:14])=[CH:10][CH:9]=2)[C:6](SC)=[N:5][C:4](=[O:17])[CH:3]=1.[CH3:18][S:19][C:20]1[CH:26]=[CH:25][C:23]([NH2:24])=[CH:22][CH:21]=1.[K+].[Br-], predict the reaction product. The product is: [NH2:1][C:2]1[N:7]([C:8]2[CH:9]=[CH:10][C:11]([CH3:14])=[CH:12][CH:13]=2)[C:6]([NH:24][C:23]2[CH:25]=[CH:26][C:20]([S:19][CH3:18])=[CH:21][CH:22]=2)=[N:5][C:4](=[O:17])[CH:3]=1. (2) Given the reactants [Si:1]([O:8][CH:9]1[CH:13]([CH3:14])[NH:12][C:11](=[O:15])[C:10]1([CH3:17])[CH3:16])([C:4]([CH3:7])([CH3:6])[CH3:5])([CH3:3])[CH3:2].Br[C:19]1[CH:26]=[CH:25][C:22]([C:23]#[N:24])=[C:21]([Cl:27])[CH:20]=1.C(=O)([O-])[O-].[Cs+].[Cs+].C1(P(C2C=CC=CC=2)C2C3OC4C(=CC=CC=4P(C4C=CC=CC=4)C4C=CC=CC=4)C(C)(C)C=3C=CC=2)C=CC=CC=1, predict the reaction product. The product is: [Cl:27][C:21]1[CH:20]=[C:19]([N:12]2[C@@H:13]([CH3:14])[C@H:9]([O:8][Si:1]([C:4]([CH3:7])([CH3:6])[CH3:5])([CH3:3])[CH3:2])[C:10]([CH3:16])([CH3:17])[C:11]2=[O:15])[CH:26]=[CH:25][C:22]=1[C:23]#[N:24]. (3) Given the reactants [Cl:1][C:2]1[CH:3]=[CH:4][C:5]([NH2:8])=[N:6][CH:7]=1.[Br:9]Br.S([O-])([O-])(=O)=S.[Na+].[Na+], predict the reaction product. The product is: [Br:9][C:4]1[C:5]([NH2:8])=[N:6][CH:7]=[C:2]([Cl:1])[CH:3]=1. (4) Given the reactants [CH3:1][O:2][CH2:3][CH2:4][NH:5][C:6]1[CH:14]=[CH:13][C:12]([C:15]([F:18])([F:17])[F:16])=[CH:11][C:7]=1[C:8]([OH:10])=O.Cl.[CH2:20]([C:22]([NH2:27])([CH2:25][CH3:26])[C:23]#[CH:24])[CH3:21].C1C=CC2N(O)N=NC=2C=1.CCN=C=NCCCN(C)C.CCN(C(C)C)C(C)C, predict the reaction product. The product is: [CH2:23]([C:22]([NH:27][C:8](=[O:10])[C:7]1[CH:11]=[C:12]([C:15]([F:18])([F:17])[F:16])[CH:13]=[CH:14][C:6]=1[NH:5][CH2:4][CH2:3][O:2][CH3:1])([CH2:25][CH3:26])[C:20]#[CH:21])[CH3:24]. (5) Given the reactants [S:1]1[C:5]2[CH:6]=[CH:7][CH:8]=[CH:9][C:4]=2[N:3]=[C:2]1[O:10][C:11]1[CH:12]=[CH:13][C:14]2[CH:18]=[C:17]([CH2:19]O)[S:16][C:15]=2[CH:21]=1.S(Cl)([Cl:24])=O, predict the reaction product. The product is: [Cl:24][CH2:19][C:17]1[S:16][C:15]2[CH:21]=[C:11]([O:10][C:2]3[S:1][C:5]4[CH:6]=[CH:7][CH:8]=[CH:9][C:4]=4[N:3]=3)[CH:12]=[CH:13][C:14]=2[CH:18]=1. (6) Given the reactants [C:1]([O:5][C@@H:6]([C:12]1[C:13]([CH3:34])=[N:14][C:15]([CH3:33])=[C:16]([C:26]2[CH:31]=[CH:30][C:29](O)=[CH:28][CH:27]=2)[C:17]=1[N:18]1[CH2:23][CH2:22][C:21]([CH3:25])([CH3:24])[CH2:20][CH2:19]1)[C:7]([O:9]CC)=[O:8])([CH3:4])([CH3:3])[CH3:2].[CH3:35][C:36]1[C:40]([CH2:41][CH2:42][OH:43])=[C:39]([CH3:44])[O:38][N:37]=1.C1C=CC(P(C2C=CC=CC=2)C2C=CC=CC=2)=CC=1.CC(OC(/N=N/C(OC(C)C)=O)=O)C, predict the reaction product. The product is: [C:1]([O:5][C@@H:6]([C:12]1[C:13]([CH3:34])=[N:14][C:15]([CH3:33])=[C:16]([C:26]2[CH:27]=[CH:28][C:29]([O:43][CH2:42][CH2:41][C:40]3[C:36]([CH3:35])=[N:37][O:38][C:39]=3[CH3:44])=[CH:30][CH:31]=2)[C:17]=1[N:18]1[CH2:19][CH2:20][C:21]([CH3:25])([CH3:24])[CH2:22][CH2:23]1)[C:7]([OH:9])=[O:8])([CH3:4])([CH3:2])[CH3:3]. (7) Given the reactants [F:1][C:2]([F:12])([CH:6]([OH:11])[CH2:7][CH:8]([CH3:10])[CH3:9])[C:3]([OH:5])=[O:4].[CH3:13][O:14][CH2:15][CH2:16]O.C1C=CC=CC=1, predict the reaction product. The product is: [F:1][C:2]([F:12])([CH:6]([OH:11])[CH2:7][CH:8]([CH3:10])[CH3:9])[C:3]([O:5][CH2:16][CH2:15][O:14][CH3:13])=[O:4].